Dataset: NCI-60 drug combinations with 297,098 pairs across 59 cell lines. Task: Regression. Given two drug SMILES strings and cell line genomic features, predict the synergy score measuring deviation from expected non-interaction effect. Drug 1: C1CC(C1)(C(=O)O)C(=O)O.[NH2-].[NH2-].[Pt+2]. Drug 2: CC1C(C(CC(O1)OC2CC(CC3=C2C(=C4C(=C3O)C(=O)C5=CC=CC=C5C4=O)O)(C(=O)C)O)N)O. Cell line: SW-620. Synergy scores: CSS=40.5, Synergy_ZIP=-5.33, Synergy_Bliss=-4.97, Synergy_Loewe=-1.99, Synergy_HSA=0.190.